From a dataset of Forward reaction prediction with 1.9M reactions from USPTO patents (1976-2016). Predict the product of the given reaction. (1) Given the reactants C(OC(=O)[NH:7][CH:8]([C:17](=[O:42])[NH:18][CH2:19][CH2:20][CH2:21][O:22][C:23]1[CH:28]=[CH:27][C:26]([Cl:29])=[CH:25][C:24]=1[NH:30][C:31]([NH:33][C:34]1[CH:39]=[CH:38][C:37]([C:40]#[N:41])=[CH:36][N:35]=1)=[O:32])[CH2:9][C:10]1[CH:15]=[CH:14][C:13]([Cl:16])=[CH:12][CH:11]=1)(C)(C)C.Cl.O1CCOCC1, predict the reaction product. The product is: [NH2:7][CH:8]([CH2:9][C:10]1[CH:11]=[CH:12][C:13]([Cl:16])=[CH:14][CH:15]=1)[C:17]([NH:18][CH2:19][CH2:20][CH2:21][O:22][C:23]1[CH:28]=[CH:27][C:26]([Cl:29])=[CH:25][C:24]=1[NH:30][C:31]([NH:33][C:34]1[CH:39]=[CH:38][C:37]([C:40]#[N:41])=[CH:36][N:35]=1)=[O:32])=[O:42]. (2) Given the reactants [Cl:1][C:2]1[CH:7]=[CH:6][C:5]([C:8](=[O:30])[C:9]([N:11]2[CH2:15][CH2:14][C@H:13]([NH:16][C:17]3[CH:26]=[C:25]([CH3:27])[C:24]4[C:19](=[CH:20][CH:21]=[C:22]([O:28]C)[CH:23]=4)[N:18]=3)[CH2:12]2)=[O:10])=[CH:4][CH:3]=1.B(Br)(Br)Br.C(=O)([O-])O.[Na+], predict the reaction product. The product is: [Cl:1][C:2]1[CH:7]=[CH:6][C:5]([C:8](=[O:30])[C:9]([N:11]2[CH2:15][CH2:14][C@H:13]([NH:16][C:17]3[CH:26]=[C:25]([CH3:27])[C:24]4[C:19](=[CH:20][CH:21]=[C:22]([OH:28])[CH:23]=4)[N:18]=3)[CH2:12]2)=[O:10])=[CH:4][CH:3]=1. (3) Given the reactants [Si:1]([O:18][CH2:19][C:20]1[C:21]([N:35]2[CH2:40][C@@H:39]([CH3:41])[O:38][C@H:37]([CH3:42])[CH2:36]2)=[C:22]([F:34])[C:23]2[O:27][N:26]=[C:25]([C:28]([O:30]CC)=O)[C:24]=2[CH:33]=1)([C:14]([CH3:17])([CH3:16])[CH3:15])([C:8]1[CH:13]=[CH:12][CH:11]=[CH:10][CH:9]=1)[C:2]1[CH:7]=[CH:6][CH:5]=[CH:4][CH:3]=1.[NH3:43], predict the reaction product. The product is: [Si:1]([O:18][CH2:19][C:20]1[C:21]([N:35]2[CH2:36][C@@H:37]([CH3:42])[O:38][C@H:39]([CH3:41])[CH2:40]2)=[C:22]([F:34])[C:23]2[O:27][N:26]=[C:25]([C:28]([NH2:43])=[O:30])[C:24]=2[CH:33]=1)([C:14]([CH3:15])([CH3:17])[CH3:16])([C:8]1[CH:13]=[CH:12][CH:11]=[CH:10][CH:9]=1)[C:2]1[CH:7]=[CH:6][CH:5]=[CH:4][CH:3]=1. (4) Given the reactants [CH3:1][N:2]([CH3:13])[C:3]1[CH:4]=[C:5]([CH:10]=[CH:11][CH:12]=1)[C:6]([O:8]C)=O.[Li+].C[Si]([N-][Si](C)(C)C)(C)C.[Cl:24][C:25]1[N:30]=[C:29]([CH3:31])[CH:28]=[CH:27][N:26]=1, predict the reaction product. The product is: [Cl:24][C:25]1[N:30]=[C:29]([CH2:31][C:6]([C:5]2[CH:10]=[CH:11][CH:12]=[C:3]([N:2]([CH3:1])[CH3:13])[CH:4]=2)=[O:8])[CH:28]=[CH:27][N:26]=1. (5) Given the reactants C(O[C:6](=O)[N:7](C)[C:8]1[C:9]([O:15][C:16]2[CH:21]=[CH:20][CH:19]=[CH:18][C:17]=2[CH3:22])=[N:10][C:11]([CH3:14])=[N:12][CH:13]=1)(C)(C)C.[OH-].[Na+], predict the reaction product. The product is: [CH3:6][NH:7][C:8]1[C:9]([O:15][C:16]2[CH:21]=[CH:20][CH:19]=[CH:18][C:17]=2[CH3:22])=[N:10][C:11]([CH3:14])=[N:12][CH:13]=1. (6) Given the reactants [CH2:1]([O:8][C@H:9]([CH3:23])[C@H:10]([NH:15][C:16]([O:18][C:19]([CH3:22])([CH3:21])[CH3:20])=[O:17])[CH2:11][C:12]([OH:14])=O)[C:2]1[CH:7]=[CH:6][CH:5]=[CH:4][CH:3]=1.[CH3:24][C:25]1(C)OC(=O)CC(=O)[O:26]1.Cl.CN(C)CCCN=C=NCC, predict the reaction product. The product is: [CH2:1]([O:8][C@@H:9]([C@H:10]1[CH2:11][C:12](=[O:14])[CH2:24][C:25](=[O:26])[N:15]1[C:16]([O:18][C:19]([CH3:22])([CH3:21])[CH3:20])=[O:17])[CH3:23])[C:2]1[CH:3]=[CH:4][CH:5]=[CH:6][CH:7]=1. (7) Given the reactants [C:1]([Cl:4])(Cl)=[O:2].[CH3:5][O:6][C:7]1[CH:8]=[C:9](NC)[CH:10]=[C:11]([O:13][CH3:14])[CH:12]=1.[CH2:17]([N:19](CC)CC)C, predict the reaction product. The product is: [CH3:14][O:13][C:11]1[CH:10]=[C:9]([CH2:17][NH:19][C:1]([Cl:4])=[O:2])[CH:8]=[C:7]([O:6][CH3:5])[CH:12]=1. (8) Given the reactants [CH3:1][O:2][C:3]1[N:8]=[C:7]([O:9][CH3:10])[C:6]([NH2:11])=[CH:5][N:4]=1.[C:12](N1C=CN=C1)(N1C=CN=C1)=[S:13].CCCCCC.C(OCC)(=O)C, predict the reaction product. The product is: [N:11]([C:6]1[C:7]([O:9][CH3:10])=[N:8][C:3]([O:2][CH3:1])=[N:4][CH:5]=1)=[C:12]=[S:13]. (9) Given the reactants [Cl:1][C:2]1[CH:7]=[CH:6][C:5]([CH3:8])=[C:4]([F:9])[CH:3]=1.C([N-]C(C)C)(C)C.[Li+].CN(C)[CH:20]=[O:21].C(O)(=O)C, predict the reaction product. The product is: [Cl:1][C:2]1[C:3]([CH:20]=[O:21])=[C:4]([F:9])[C:5]([CH3:8])=[CH:6][CH:7]=1.